This data is from Catalyst prediction with 721,799 reactions and 888 catalyst types from USPTO. The task is: Predict which catalyst facilitates the given reaction. (1) Reactant: Cl[C:2]1[C:7]([CH:8]=O)=[C:6]([I:10])[CH:5]=[CH:4][N:3]=1.C(=O)([O-])[O-].[K+].[K+].[CH2:17]([O:19][C:20](=[O:23])[CH2:21][SH:22])[CH3:18]. Product: [I:10][C:6]1[CH:5]=[CH:4][N:3]=[C:2]2[S:22][C:21]([C:20]([O:19][CH2:17][CH3:18])=[O:23])=[CH:8][C:7]=12. The catalyst class is: 3. (2) Product: [CH3:23][CH:24]([CH3:29])[CH2:25][C:2]1[CH:3]=[C:4]([C:8]([NH:11][C:12](=[O:22])[O:13][CH:14]2[CH:19]3[CH2:20][CH2:21][N:16]([CH2:17][CH2:18]3)[CH2:15]2)([CH3:10])[CH3:9])[CH:5]=[CH:6][CH:7]=1. Reactant: Br[C:2]1[CH:3]=[C:4]([C:8]([NH:11][C:12](=[O:22])[O:13][CH:14]2[CH:19]3[CH2:20][CH2:21][N:16]([CH2:17][CH2:18]3)[CH2:15]2)([CH3:10])[CH3:9])[CH:5]=[CH:6][CH:7]=1.[CH3:23][CH:24]([CH3:29])[CH2:25]B(O)O. The catalyst class is: 167. (3) Reactant: [F:1][C:2]1[CH:3]=[C:4]([CH:8]=[C:9]([F:15])[C:10]=1[O:11][CH2:12][C:13]#[CH:14])[C:5](Cl)=[O:6].O1CCCC1.[CH3:21][CH:22]1[CH2:27][CH2:26][CH2:25][CH2:24][CH:23]1[NH2:28]. Product: [CH3:21][CH:22]1[CH2:27][CH2:26][CH2:25][CH2:24][CH:23]1[NH:28][C:5](=[O:6])[C:4]1[CH:3]=[C:2]([F:1])[C:10]([O:11][CH2:12][C:13]#[CH:14])=[C:9]([F:15])[CH:8]=1. The catalyst class is: 66. (4) Reactant: Br[C:2]1[CH:7]=[CH:6][C:5]([S:8]([NH:11][C:12]([CH3:15])([CH3:14])[CH3:13])(=[O:10])=[O:9])=[CH:4][CH:3]=1.[C:16]([C:18]1[N:22]([CH3:23])[C:21](B(O)O)=[CH:20][CH:19]=1)#[N:17].[F-].[K+].C(P(C(C)(C)C)C(C)(C)C)(C)(C)C. Product: [C:12]([NH:11][S:8]([C:5]1[CH:6]=[CH:7][C:2]([C:21]2[N:22]([CH3:23])[C:18]([C:16]#[N:17])=[CH:19][CH:20]=2)=[CH:3][CH:4]=1)(=[O:10])=[O:9])([CH3:15])([CH3:14])[CH3:13]. The catalyst class is: 110.